Dataset: Forward reaction prediction with 1.9M reactions from USPTO patents (1976-2016). Task: Predict the product of the given reaction. (1) Given the reactants [F:1][C:2]1[CH:3]=[C:4]([C:9]2([O:18][CH3:19])[CH2:13][CH2:12][N:11]([CH2:14][CH:15]([CH3:17])[CH3:16])[CH2:10]2)[CH:5]=[CH:6][C:7]=1[F:8].ClC1C=C(C=CC=1)C(OO)=[O:25], predict the reaction product. The product is: [F:1][C:2]1[CH:3]=[C:4]([C:9]2([O:18][CH3:19])[CH2:13][CH2:12][N+:11]([O-:25])([CH2:14][CH:15]([CH3:17])[CH3:16])[CH2:10]2)[CH:5]=[CH:6][C:7]=1[F:8]. (2) Given the reactants C(=O)([O-])[O-].[K+].[K+].[Cl:7][C:8]1[S:12][C:11]([N:13](CC2C=CC(OC)=CC=2OC)[S:14]([C:17]2[CH:22]=[C:21]([F:23])[C:20](F)=[CH:19][C:18]=2[F:25])(=[O:16])=[O:15])=[N:10][CH:9]=1.[OH:37][C:38]1[CH:45]=[CH:44][C:41]([C:42]#[N:43])=[CH:40][C:39]=1[I:46], predict the reaction product. The product is: [Cl:7][C:8]1[S:12][C:11]([NH:13][S:14]([C:17]2[CH:22]=[C:21]([F:23])[C:20]([O:37][C:38]3[CH:45]=[CH:44][C:41]([C:42]#[N:43])=[CH:40][C:39]=3[I:46])=[CH:19][C:18]=2[F:25])(=[O:15])=[O:16])=[N:10][CH:9]=1.